From a dataset of Reaction yield outcomes from USPTO patents with 853,638 reactions. Predict the reaction yield, written as a fraction of the theoretical maximum amount of product (1.0 means a 100% yield; for example, 0.34 means a 34% yield). (1) The reactants are [Br:1][C:2]1[CH:3]=[C:4]([N:8]2[C:16]3[C:11](=[CH:12][C:13]([C:17]4[CH:21]=[CH:20][N:19]([CH3:22])[N:18]=4)=[CH:14][CH:15]=3)[C:10]([C:23]([O:25]C)=O)=[N:9]2)[CH:5]=[CH:6][CH:7]=1.C([NH2:29])=O. No catalyst specified. The product is [Br:1][C:2]1[CH:3]=[C:4]([N:8]2[C:16]3[C:11](=[CH:12][C:13]([C:17]4[CH:21]=[CH:20][N:19]([CH3:22])[N:18]=4)=[CH:14][CH:15]=3)[C:10]([C:23]([NH2:29])=[O:25])=[N:9]2)[CH:5]=[CH:6][CH:7]=1. The yield is 0.980. (2) The reactants are [Cl:1][C:2]1[CH:3]=[C:4]([C:8](=[CH:12][C:13]2[CH:17]=[C:16]([C:18]3[CH:23]=[CH:22][C:21]([Cl:24])=[C:20]([Cl:25])[CH:19]=3)[N:15]([C:26]3[CH:31]=[CH:30][C:29]([O:32][CH2:33][CH3:34])=[CH:28][CH:27]=3)[N:14]=2)[C:9]([OH:11])=[O:10])[CH:5]=[CH:6][CH:7]=1.S(NN)(C1C=CC(C)=CC=1)(=O)=O.CC([O-])=O.[Na+]. The catalyst is CCO.O. The product is [Cl:1][C:2]1[CH:3]=[C:4]([CH:8]([CH2:12][C:13]2[CH:17]=[C:16]([C:18]3[CH:23]=[CH:22][C:21]([Cl:24])=[C:20]([Cl:25])[CH:19]=3)[N:15]([C:26]3[CH:27]=[CH:28][C:29]([O:32][CH2:33][CH3:34])=[CH:30][CH:31]=3)[N:14]=2)[C:9]([OH:11])=[O:10])[CH:5]=[CH:6][CH:7]=1. The yield is 0.230.